The task is: Regression. Given two drug SMILES strings and cell line genomic features, predict the synergy score measuring deviation from expected non-interaction effect.. This data is from NCI-60 drug combinations with 297,098 pairs across 59 cell lines. Drug 1: CCC1=CC2CC(C3=C(CN(C2)C1)C4=CC=CC=C4N3)(C5=C(C=C6C(=C5)C78CCN9C7C(C=CC9)(C(C(C8N6C)(C(=O)OC)O)OC(=O)C)CC)OC)C(=O)OC.C(C(C(=O)O)O)(C(=O)O)O. Drug 2: CCCCC(=O)OCC(=O)C1(CC(C2=C(C1)C(=C3C(=C2O)C(=O)C4=C(C3=O)C=CC=C4OC)O)OC5CC(C(C(O5)C)O)NC(=O)C(F)(F)F)O. Cell line: 786-0. Synergy scores: CSS=32.3, Synergy_ZIP=-1.03, Synergy_Bliss=0.722, Synergy_Loewe=2.77, Synergy_HSA=2.90.